From a dataset of Catalyst prediction with 721,799 reactions and 888 catalyst types from USPTO. Predict which catalyst facilitates the given reaction. (1) The catalyst class is: 7. Reactant: [C:1]([C:3]1[C:4]([NH2:9])=[N:5][CH:6]=[CH:7][CH:8]=1)#[CH:2].[F:10][C:11]1[CH:16]=[C:15]([CH2:17][O:18][C:19]2[CH:24]=[CH:23][CH:22]=[CH:21][N:20]=2)[CH:14]=[CH:13][C:12]=1[CH2:25][C:26](Cl)=[N:27][OH:28].C(N(CC)CC)C. Product: [F:10][C:11]1[CH:16]=[C:15]([CH2:17][O:18][C:19]2[CH:24]=[CH:23][CH:22]=[CH:21][N:20]=2)[CH:14]=[CH:13][C:12]=1[CH2:25][C:26]1[CH:2]=[C:1]([C:3]2[C:4]([NH2:9])=[N:5][CH:6]=[CH:7][CH:8]=2)[O:28][N:27]=1. (2) Reactant: [NH2:1][C:2]1[C:11]2[N:12]=[C:13]([CH2:29][CH3:30])[N:14]([CH2:15][CH:16]3[CH2:21][CH2:20][N:19]([C:22]([O:24][C:25]([CH3:28])([CH3:27])[CH3:26])=[O:23])[CH2:18][CH2:17]3)[C:10]=2[C:9]2[CH:8]=[CH:7][C:6](Br)=[CH:5][C:4]=2[N:3]=1.B1([C:38]2[CH:43]=[CH:42][CH:41]=[N:40][CH:39]=2)OCCCO1. Product: [NH2:1][C:2]1[C:11]2[N:12]=[C:13]([CH2:29][CH3:30])[N:14]([CH2:15][CH:16]3[CH2:21][CH2:20][N:19]([C:22]([O:24][C:25]([CH3:28])([CH3:27])[CH3:26])=[O:23])[CH2:18][CH2:17]3)[C:10]=2[C:9]2[CH:8]=[CH:7][C:6]([C:38]3[CH:39]=[N:40][CH:41]=[CH:42][CH:43]=3)=[CH:5][C:4]=2[N:3]=1. The catalyst class is: 6. (3) Reactant: [NH2:1][C:2]1[S:3][C:4]2[CH:10]=[C:9]([S:11][C:12]#[N:13])[CH:8]=[CH:7][C:5]=2[N:6]=1.[CH:14]1([C:17](Cl)=[O:18])[CH2:16][CH2:15]1. Product: [CH:14]1([C:17]([NH:1][C:2]2[S:3][C:4]3[CH:10]=[C:9]([S:11][C:12]#[N:13])[CH:8]=[CH:7][C:5]=3[N:6]=2)=[O:18])[CH2:16][CH2:15]1. The catalyst class is: 17. (4) Reactant: Cl[C:2]1[C:3]2[O:18][CH2:17][CH2:16][C:4]=2[N:5]=[C:6]([C:8]2[CH:13]=[C:12]([Cl:14])[CH:11]=[CH:10][C:9]=2[F:15])[N:7]=1.C1C=CC(P(C2C(C3C(P(C4C=CC=CC=4)C4C=CC=CC=4)=CC=C4C=3C=CC=C4)=C3C(C=CC=C3)=CC=2)C2C=CC=CC=2)=CC=1.[CH2:65]([O:67][C:68](=[O:76])[C:69]1[C:74]([NH2:75])=[CH:73][CH:72]=[N:71][CH:70]=1)[CH3:66].C([O-])([O-])=O.[Cs+].[Cs+]. Product: [CH2:65]([O:67][C:68](=[O:76])[C:69]1[C:74]([NH:75][C:2]2[C:3]3[O:18][CH2:17][CH2:16][C:4]=3[N:5]=[C:6]([C:8]3[CH:13]=[C:12]([Cl:14])[CH:11]=[CH:10][C:9]=3[F:15])[N:7]=2)=[CH:73][CH:72]=[N:71][CH:70]=1)[CH3:66]. The catalyst class is: 231. (5) Reactant: C1(P(C2C=CC=CC=2)C2C=CC=CC=2)C=CC=CC=1.[N:20]([CH2:23][C@H:24]1[O:28][C:27](=[O:29])[N:26]([C:30]2[CH:35]=[CH:34][C:33]([C:36]([NH2:38])=[O:37])=[C:32]([F:39])[CH:31]=2)[CH2:25]1)=[N+]=[N-].O. Product: [NH2:20][CH2:23][C@@H:24]1[O:28][C:27](=[O:29])[N:26]([C:30]2[CH:35]=[CH:34][C:33]([C:36]([NH2:38])=[O:37])=[C:32]([F:39])[CH:31]=2)[CH2:25]1. The catalyst class is: 1. (6) Reactant: [F:1][C:2]1[CH:7]=[CH:6][C:5]([C:8]2[NH:12][CH:11]=[C:10]([C:13]([OH:15])=O)[C:9]=2[CH3:16])=[C:4]([C:17]([F:20])([F:19])[F:18])[CH:3]=1.C(Cl)(=O)C(Cl)=O.Cl.[CH3:28][S:29]([C:32]1[CH:38]=[CH:37][C:35]([NH2:36])=[CH:34][CH:33]=1)(=[O:31])=[O:30].C(N(C(C)C)CC)(C)C. Product: [F:1][C:2]1[CH:7]=[CH:6][C:5]([C:8]2[NH:12][CH:11]=[C:10]([C:13]([NH:36][C:35]3[CH:34]=[CH:33][C:32]([S:29]([CH3:28])(=[O:31])=[O:30])=[CH:38][CH:37]=3)=[O:15])[C:9]=2[CH3:16])=[C:4]([C:17]([F:20])([F:19])[F:18])[CH:3]=1. The catalyst class is: 489. (7) Reactant: [NH2:1][C:2]1[C:7]([Br:8])=[CH:6][C:5]([Br:9])=[C:4]([CH3:10])[N:3]=1.[CH:11]1([N+:17]#[C-:18])[CH2:16][CH2:15][CH2:14][CH2:13][CH2:12]1.[CH3:19][O:20][C:21]1[CH:28]=[CH:27][CH:26]=[CH:25][C:22]=1[CH:23]=O. Product: [CH:11]1([NH:17][C:18]2[N:3]3[C:4]([CH3:10])=[C:5]([Br:9])[CH:6]=[C:7]([Br:8])[C:2]3=[N:1][C:23]=2[C:22]2[CH:25]=[CH:26][CH:27]=[CH:28][C:21]=2[O:20][CH3:19])[CH2:16][CH2:15][CH2:14][CH2:13][CH2:12]1. The catalyst class is: 519.